This data is from Full USPTO retrosynthesis dataset with 1.9M reactions from patents (1976-2016). The task is: Predict the reactants needed to synthesize the given product. (1) Given the product [Br:19][C:1]1[C:10]2[CH2:9][CH2:8][CH2:7][CH2:6][C:5]=2[CH:4]=[CH:3][C:2]=1[OH:11], predict the reactants needed to synthesize it. The reactants are: [CH:1]1[C:10]2[CH2:9][CH2:8][CH2:7][CH2:6][C:5]=2[CH:4]=[CH:3][C:2]=1[OH:11].C1C(=O)N([Br:19])C(=O)C1. (2) Given the product [OH:8][C@H:9]1[CH2:13][CH2:12][N:11]([CH2:14][C@H:15]([C:16]2[CH:17]=[C:18]([CH:19]=[CH:20][CH:21]=2)[C:22]([NH2:23])=[O:40])[N:24]([CH3:39])[C:25](=[O:38])[CH2:26][C:27]2[CH:37]=[CH:36][C:30]3[S:31][CH2:32][C:33](=[O:35])[NH:34][C:29]=3[CH:28]=2)[CH2:10]1, predict the reactants needed to synthesize it. The reactants are: [Si]([O:8][C@H:9]1[CH2:13][CH2:12][N:11]([CH2:14][C@@H:15]([N:24]([CH3:39])[C:25](=[O:38])[CH2:26][C:27]2[CH:37]=[CH:36][C:30]3[S:31][CH2:32][C:33](=[O:35])[NH:34][C:29]=3[CH:28]=2)[C:16]2[CH:21]=[CH:20][CH:19]=[C:18]([C:22]#[N:23])[CH:17]=2)[CH2:10]1)(C(C)(C)C)(C)C.[OH2:40].[OH-].[K+]. (3) Given the product [CH3:5][C:6]1[CH:11]=[C:10]([CH3:12])[CH:9]=[CH:8][C:7]=1[C:13]1[C:14]2[N:15]([C:20]([N:25]([CH2:40][CH2:36][CH3:37])[CH2:1][CH2:2][CH3:3])=[C:21]([CH2:23][CH3:24])[N:22]=2)[N:16]=[C:17]([CH3:19])[CH:18]=1, predict the reactants needed to synthesize it. The reactants are: [CH:1](=O)[CH2:2][CH3:3].[CH3:5][C:6]1[CH:11]=[C:10]([CH3:12])[CH:9]=[CH:8][C:7]=1[C:13]1[C:14]2[N:15]([C:20]([NH2:25])=[C:21]([CH2:23][CH3:24])[N:22]=2)[N:16]=[C:17]([CH3:19])[CH:18]=1.C(O[BH-](O[C:36](=O)[CH3:37])OC(=O)C)(=O)C.[Na+].[C:40](O)(=O)C.